This data is from Catalyst prediction with 721,799 reactions and 888 catalyst types from USPTO. The task is: Predict which catalyst facilitates the given reaction. (1) The catalyst class is: 3. Product: [CH:16]1([CH2:15][C:5]([O:4][CH3:3])([C:6]([O:8][CH3:9])=[O:7])[C:10]([O:12][CH3:13])=[O:11])[CH2:18][CH2:17]1. Reactant: [H-].[Na+].[CH3:3][O:4][CH:5]([C:10]([O:12][CH3:13])=[O:11])[C:6]([O:8][CH3:9])=[O:7].Br[CH2:15][CH:16]1[CH2:18][CH2:17]1.[I-].[Na+]. (2) Reactant: [N+:1]([C:4]1[CH:9]=[CH:8][C:7]([C:10](=[O:15])[CH2:11][NH:12][CH:13]=O)=[CH:6][CH:5]=1)([O-:3])=[O:2].C1(C)C=CC=CC=1.P(Cl)(Cl)(Cl)=O.C(=O)([O-])[O-].[K+].[K+]. Product: [N+:1]([C:4]1[CH:5]=[CH:6][C:7]([C:10]2[O:15][CH:13]=[N:12][CH:11]=2)=[CH:8][CH:9]=1)([O-:3])=[O:2]. The catalyst class is: 4. (3) Reactant: F[C:2]1[CH:9]=[CH:8][C:5]([C:6]#[N:7])=[CH:4][C:3]=1[C:10]([F:13])([F:12])[F:11].[CH3:14][C@@H:15]1[CH2:20][CH2:19][CH2:18][CH2:17][NH:16]1. Product: [CH3:14][C@@H:15]1[CH2:20][CH2:19][CH2:18][CH2:17][N:16]1[C:2]1[CH:9]=[CH:8][C:5]([C:6]#[N:7])=[CH:4][C:3]=1[C:10]([F:13])([F:12])[F:11]. The catalyst class is: 197. (4) Reactant: C([O:4][CH2:5][CH2:6][C:7]1[CH:12]=[CH:11][C:10]([C:13]2[N:17]([C:18]3[CH:19]=[N:20][C:21]([O:24][CH3:25])=[CH:22][CH:23]=3)[N:16]=[C:15]([CH:26]([F:28])[F:27])[CH:14]=2)=[CH:9][CH:8]=1)(=O)C.CO. Product: [F:28][CH:26]([F:27])[C:15]1[CH:14]=[C:13]([C:10]2[CH:11]=[CH:12][C:7]([CH2:6][CH2:5][OH:4])=[CH:8][CH:9]=2)[N:17]([C:18]2[CH:19]=[N:20][C:21]([O:24][CH3:25])=[CH:22][CH:23]=2)[N:16]=1. The catalyst class is: 1. (5) Reactant: [CH3:1][C:2]1[CH:3]=[CH:4][C:5]([C:21]([NH:23][C:24]2[CH:25]=[C:26]([C:36]([F:39])([F:38])[F:37])[CH:27]=[C:28]([N:30]3[CH:34]=[N:33][C:32]([CH3:35])=[CH:31]3)[CH:29]=2)=[O:22])=[CH:6][C:7]=1[NH:8][C:9]1[N:10]=[CH:11][CH:12]=[C:13]([C:15]2[CH:16]=[CH:17][CH:18]=[N:19][CH:20]=2)[N:14]=1.CC(OC)(C)C.[C:46]([OH:55])(=[O:54])[C@@H:47]([C@H:49]([C:51]([OH:53])=[O:52])[OH:50])[OH:48]. Product: [CH3:1][C:2]1[CH:3]=[CH:4][C:5]([C:21]([NH:23][C:24]2[CH:25]=[C:26]([C:36]([F:38])([F:39])[F:37])[CH:27]=[C:28]([N:30]3[CH:34]=[N:33][C:32]([CH3:35])=[CH:31]3)[CH:29]=2)=[O:22])=[CH:6][C:7]=1[NH:8][C:9]1[N:10]=[CH:11][CH:12]=[C:13]([C:15]2[CH:16]=[CH:17][CH:18]=[N:19][CH:20]=2)[N:14]=1.[C:51]([C@@H:49]([C@H:47]([C:46]([O-:55])=[O:54])[OH:48])[OH:50])([O-:53])=[O:52]. The catalyst class is: 14. (6) Reactant: [CH3:1][O:2][C:3]1[N:8]=[CH:7][C:6]([C:9]2[O:13][C:12]([CH3:14])=[C:11]([CH:15]([NH:20][C:21]3[CH:26]=[CH:25][C:24]([C:27]([N:29]([CH3:37])[CH2:30][CH2:31][C:32]([O:34]CC)=[O:33])=[O:28])=[CH:23][CH:22]=3)[CH2:16][CH:17]([CH3:19])[CH3:18])[CH:10]=2)=[CH:5][CH:4]=1.O1CCCC1.[OH-].[Li+]. Product: [CH3:1][O:2][C:3]1[N:8]=[CH:7][C:6]([C:9]2[O:13][C:12]([CH3:14])=[C:11]([CH:15]([NH:20][C:21]3[CH:22]=[CH:23][C:24]([C:27]([N:29]([CH3:37])[CH2:30][CH2:31][C:32]([OH:34])=[O:33])=[O:28])=[CH:25][CH:26]=3)[CH2:16][CH:17]([CH3:19])[CH3:18])[CH:10]=2)=[CH:5][CH:4]=1. The catalyst class is: 8. (7) Reactant: [CH3:1][C:2]1[C:6]([CH3:7])=[C:5]([C:8]([OH:10])=O)[NH:4][N:3]=1.C(N(CC)C(C)C)(C)C.Cl.[C:21]1([S:27]([N:30]2[C:34]3=[N:35][CH:36]=[C:37]([NH2:39])[CH:38]=[C:33]3[CH:32]=[C:31]2[I:40])(=[O:29])=[O:28])[CH:26]=[CH:25][CH:24]=[CH:23][CH:22]=1. Product: [C:21]1([S:27]([N:30]2[C:34]3=[N:35][CH:36]=[C:37]([NH:39][C:8]([C:5]4[C:6]([CH3:7])=[C:2]([CH3:1])[NH:3][N:4]=4)=[O:10])[CH:38]=[C:33]3[CH:32]=[C:31]2[I:40])(=[O:28])=[O:29])[CH:22]=[CH:23][CH:24]=[CH:25][CH:26]=1. The catalyst class is: 783. (8) Reactant: [N:1]1([CH:6]2[CH2:11][CH2:10][CH:9](NC)[CH2:8][CH2:7]2)[CH:5]=[CH:4][N:3]=[CH:2]1.C[CH2:15][N:16](CC)CC.[N+:21]([C:24]1[C:25](SC#N)=[N:26][C:27]([NH:30][CH2:31][C:32]2[CH:37]=[CH:36][CH:35]=[CH:34][C:33]=2[O:38][C:39]([F:42])([F:41])[F:40])=[N:28][CH:29]=1)([O-:23])=[O:22]. Product: [N:1]1([C@H:6]2[CH2:7][CH2:8][C@H:9]([CH2:15][NH:16][C:25]3[C:24]([N+:21]([O-:23])=[O:22])=[CH:29][N:28]=[C:27]([NH:30][CH2:31][C:32]4[CH:37]=[CH:36][CH:35]=[CH:34][C:33]=4[O:38][C:39]([F:41])([F:42])[F:40])[N:26]=3)[CH2:10][CH2:11]2)[CH:5]=[CH:4][N:3]=[CH:2]1. The catalyst class is: 14. (9) Reactant: [CH2:1]([O:8][C:9]1[CH:18]=[C:17]2[C:12]([C:13]([C:20]3[CH:25]=[CH:24][CH:23]=[C:22]([Cl:26])[CH:21]=3)=[N:14][NH:15][C:16]2=[O:19])=[CH:11][CH:10]=1)[C:2]1[CH:7]=[CH:6][CH:5]=[CH:4][CH:3]=1.[H-].[Na+].Br[CH2:30][C:31]([C:33]1([C:36]2[CH:46]=[CH:45][C:39]3[O:40][C:41]([F:44])([F:43])[O:42][C:38]=3[CH:37]=2)[CH2:35][CH2:34]1)=[O:32]. Product: [CH2:1]([O:8][C:9]1[CH:18]=[C:17]2[C:12]([C:13]([C:20]3[CH:25]=[CH:24][CH:23]=[C:22]([Cl:26])[CH:21]=3)=[N:14][N:15]([CH2:30][C:31]([C:33]3([C:36]4[CH:46]=[CH:45][C:39]5[O:40][C:41]([F:43])([F:44])[O:42][C:38]=5[CH:37]=4)[CH2:34][CH2:35]3)=[O:32])[C:16]2=[O:19])=[CH:11][CH:10]=1)[C:2]1[CH:3]=[CH:4][CH:5]=[CH:6][CH:7]=1. The catalyst class is: 18. (10) Reactant: [C:1]([Br:5])(Br)(Br)Br.[Br:6][C:7]1[N:12]=[C:11](CO)[CH:10]=[CH:9][CH:8]=1.C1C=CC(P(C2C=CC=CC=2)C2C=CC=CC=2)=CC=1. Product: [Br:6][C:7]1[CH:8]=[CH:9][CH:10]=[C:11]([CH2:1][Br:5])[N:12]=1. The catalyst class is: 4.